This data is from Forward reaction prediction with 1.9M reactions from USPTO patents (1976-2016). The task is: Predict the product of the given reaction. (1) Given the reactants C([O:4][C:5]1[N:6]=[C:7]([C:29]([N:31]([CH3:33])[CH3:32])=[O:30])[C:8]2[CH2:9][CH2:10][N:11]([CH2:20][C:21]3[CH:26]=[CH:25][C:24]([F:27])=[C:23]([Cl:28])[CH:22]=3)[C:12](=[O:19])[C:13]=2[C:14]=1[O:15]C(=O)C)(=O)C.C[O-].[Na+].Cl, predict the reaction product. The product is: [Cl:28][C:23]1[CH:22]=[C:21]([CH:26]=[CH:25][C:24]=1[F:27])[CH2:20][N:11]1[CH2:10][CH2:9][C:8]2[C:7]([C:29]([N:31]([CH3:33])[CH3:32])=[O:30])=[N:6][C:5]([OH:4])=[C:14]([OH:15])[C:13]=2[C:12]1=[O:19]. (2) The product is: [N:7]1[C:8]2[C:3](=[CH:2][CH:11]=[CH:10][CH:9]=2)[CH:4]=[CH:5][CH:6]=1. Given the reactants C[C:2]1[C:11](C)=[C:10](/C=C/C)[C:9](C)=[C:8]2[C:3]=1[CH:4]=[CH:5][CH:6]=[N:7]2.C1N2CN3CN(C2)CN1C3, predict the reaction product. (3) Given the reactants Br[C:2]1[N:7]=[N:6][C:5]([NH2:8])=[N:4][C:3]=1[C:9]1[CH:14]=[CH:13][CH:12]=[CH:11][CH:10]=1.[O:15]1[C:19]2[CH:20]=[CH:21][C:22](B(O)O)=[CH:23][C:18]=2[CH:17]=[CH:16]1, predict the reaction product. The product is: [O:15]1[C:19]2[CH:20]=[CH:21][C:22]([C:2]3[N:7]=[N:6][C:5]([NH2:8])=[N:4][C:3]=3[C:9]3[CH:14]=[CH:13][CH:12]=[CH:11][CH:10]=3)=[CH:23][C:18]=2[CH:17]=[CH:16]1. (4) Given the reactants [Br:1][CH2:2][CH2:3][CH2:4][CH2:5][CH2:6][CH2:7][CH2:8][CH2:9][C:10]1[CH:15]=[CH:14][CH:13]=[CH:12][CH:11]=1.[N:16]1[CH:21]=[CH:20][CH:19]=[CH:18][C:17]=1[CH3:22], predict the reaction product. The product is: [Br-:1].[CH3:22][C:17]1[CH:18]=[CH:19][CH:20]=[CH:21][N+:16]=1[CH2:2][CH2:3][CH2:4][CH2:5][CH2:6][CH2:7][CH2:8][CH2:9][C:10]1[CH:15]=[CH:14][CH:13]=[CH:12][CH:11]=1. (5) Given the reactants [Br:1][C:2]1[CH:3]=[C:4]2[C:9](=[CH:10][CH:11]=1)[N:8]=[CH:7][CH:6]=[C:5]2Cl.C([O:20][C:21]1[CH:22]=[CH:23][C:24]([CH3:28])=[C:25]([OH:27])[CH:26]=1)C1C=CC=CC=1.C(=O)([O-])[O-].[K+].[K+].C1(SC)C=CC=CC=1, predict the reaction product. The product is: [Br:1][C:2]1[CH:3]=[C:4]2[C:9](=[CH:10][CH:11]=1)[N:8]=[CH:7][CH:6]=[C:5]2[O:27][C:25]1[CH:26]=[C:21]([OH:20])[CH:22]=[CH:23][C:24]=1[CH3:28].